From a dataset of Reaction yield outcomes from USPTO patents with 853,638 reactions. Predict the reaction yield, written as a fraction of the theoretical maximum amount of product (1.0 means a 100% yield; for example, 0.34 means a 34% yield). (1) The reactants are [C:1]([O:4][CH2:5][C:6]1[C:7]([N:21]2[CH2:32][CH2:31][N:30]3[C:23](=[CH:24][C:25]4[CH2:26][C:27]([CH3:34])([CH3:33])[CH2:28][C:29]=43)[C:22]2=[O:35])=[N:8][CH:9]=[CH:10][C:11]=1[C:12]1[CH:17]=[C:16](Br)[C:15](=[O:19])[N:14]([CH3:20])[CH:13]=1)(=[O:3])[CH3:2].[O:36]1[CH:40]=[CH:39][C:38]([NH2:41])=[N:37]1.C(=O)([O-])[O-].[Cs+].[Cs+].CC1(C)C2C(=C(P(C3C=CC=CC=3)C3C=CC=CC=3)C=CC=2)OC2C(P(C3C=CC=CC=3)C3C=CC=CC=3)=CC=CC1=2. The catalyst is C1C=CC(/C=C/C(/C=C/C2C=CC=CC=2)=O)=CC=1.C1C=CC(/C=C/C(/C=C/C2C=CC=CC=2)=O)=CC=1.C1C=CC(/C=C/C(/C=C/C2C=CC=CC=2)=O)=CC=1.[Pd].[Pd].O1CCOCC1. The product is [C:1]([O:4][CH2:5][C:6]1[C:7]([N:21]2[CH2:32][CH2:31][N:30]3[C:23](=[CH:24][C:25]4[CH2:26][C:27]([CH3:34])([CH3:33])[CH2:28][C:29]=43)[C:22]2=[O:35])=[N:8][CH:9]=[CH:10][C:11]=1[C:12]1[CH:17]=[C:16]([NH:41][C:38]2[CH:39]=[CH:40][O:36][N:37]=2)[C:15](=[O:19])[N:14]([CH3:20])[CH:13]=1)(=[O:3])[CH3:2]. The yield is 0.590. (2) The reactants are [OH:1][C:2]1[CH:3]=[C:4]([NH:8][C:9]2[S:10][CH:11]=[C:12]([C:14]([O:16][CH2:17][CH3:18])=[O:15])[N:13]=2)[CH:5]=[CH:6][CH:7]=1.C([O-])([O-])=O.[K+].[K+].Br[CH2:26][CH:27]=[C:28]([CH3:30])[CH3:29]. The catalyst is CC(C)=O. The product is [CH3:29][C:28]([CH3:30])=[CH:27][CH2:26][O:1][C:2]1[CH:3]=[C:4]([NH:8][C:9]2[S:10][CH:11]=[C:12]([C:14]([O:16][CH2:17][CH3:18])=[O:15])[N:13]=2)[CH:5]=[CH:6][CH:7]=1. The yield is 0.550. (3) The reactants are C1C=C(Cl)C=C(C(OO)=[O:9])C=1.[CH2:12]([N:16]([C:29]1[CH:34]=[CH:33][CH:32]=[CH:31][CH:30]=1)[S:17]([C:20]1[CH:25]=[CH:24][CH:23]=[CH:22][C:21]=1[N+:26]([O-:28])=[O:27])(=[O:19])=[O:18])[CH2:13][CH:14]=[CH2:15]. The catalyst is C(Cl)(Cl)Cl.O.C([O-])(O)=O.[Na+]. The product is [N+:26]([C:21]1[CH:22]=[CH:23][CH:24]=[CH:25][C:20]=1[S:17]([N:16]([CH2:12][CH2:13][CH:14]1[CH2:15][O:9]1)[C:29]1[CH:34]=[CH:33][CH:32]=[CH:31][CH:30]=1)(=[O:19])=[O:18])([O-:28])=[O:27]. The yield is 0.969. (4) The reactants are [CH3:1][S:2](Cl)(=[O:4])=[O:3].[CH:6]([NH:10][C:11]1[CH:12]=[C:13]([CH:17]=[C:18]([OH:20])[N:19]=1)[C:14]([OH:16])=[O:15])([CH2:8][CH3:9])[CH3:7].[CH2:21](N(CC)CC)C. The catalyst is ClCCl. The product is [CH3:21][O:15][C:14](=[O:16])[C:13]1[CH:17]=[C:18]([O:20][S:2]([CH3:1])(=[O:4])=[O:3])[N:19]=[C:11]([NH:10][CH:6]([CH2:8][CH3:9])[CH3:7])[CH:12]=1. The yield is 0.750.